This data is from Forward reaction prediction with 1.9M reactions from USPTO patents (1976-2016). The task is: Predict the product of the given reaction. (1) Given the reactants Br[CH2:2][CH2:3][CH2:4][CH2:5][CH2:6][CH2:7][C:8]1[C:14]2[CH:15]=[CH:16][C:17]([OH:19])=[CH:18][C:13]=2[CH2:12][CH2:11][CH2:10][C:9]=1[C:20]1[CH:25]=[CH:24][CH:23]=[C:22]([OH:26])[CH:21]=1.[F:27][C:28]([F:46])([C:42]([F:45])([F:44])[F:43])[CH2:29][CH2:30][CH2:31][S:32]([CH2:35][CH2:36][CH2:37][NH:38][CH2:39][CH2:40][OH:41])(=[O:34])=[O:33], predict the reaction product. The product is: [OH:41][CH2:40][CH2:39][N:38]([CH2:37][CH2:36][CH2:35][S:32]([CH2:31][CH2:30][CH2:29][C:28]([F:46])([F:27])[C:42]([F:43])([F:44])[F:45])(=[O:33])=[O:34])[CH2:2][CH2:3][CH2:4][CH2:5][CH2:6][CH2:7][C:8]1[C:14]2[CH:15]=[CH:16][C:17]([OH:19])=[CH:18][C:13]=2[CH2:12][CH2:11][CH2:10][C:9]=1[C:20]1[CH:25]=[CH:24][CH:23]=[C:22]([OH:26])[CH:21]=1. (2) Given the reactants [CH3:1][C:2]1([C:7]2[CH:11]=[C:10]([CH2:12][N:13]3[CH:17]=[C:16]([NH2:18])[CH:15]=[N:14]3)[O:9][N:8]=2)[O:6]CCO1.[C:19]1([C:25]2[O:29][CH:28]=[N:27][C:26]=2[C:30](O)=[O:31])[CH:24]=[CH:23][CH:22]=[CH:21][CH:20]=1, predict the reaction product. The product is: [C:2]([C:7]1[CH:11]=[C:10]([CH2:12][N:13]2[CH:17]=[C:16]([NH:18][C:30]([C:26]3[N:27]=[CH:28][O:29][C:25]=3[C:19]3[CH:20]=[CH:21][CH:22]=[CH:23][CH:24]=3)=[O:31])[CH:15]=[N:14]2)[O:9][N:8]=1)(=[O:6])[CH3:1].